This data is from Catalyst prediction with 721,799 reactions and 888 catalyst types from USPTO. The task is: Predict which catalyst facilitates the given reaction. Reactant: [C:1]1([C:11]2[CH:16]=[CH:15][CH:14]=[CH:13][CH:12]=2)[CH:6]=[CH:5][CH:4]=[C:3]([S:7](Cl)(=[O:9])=[O:8])[CH:2]=1.[CH3:17][O:18][C:19]1[CH:20]=[C:21]([CH:23]=[C:24]([O:28][CH3:29])[C:25]=1[O:26][CH3:27])[NH2:22].C(N(CC)CC)C.O. Product: [CH3:29][O:28][C:24]1[CH:23]=[C:21]([NH:22][S:7]([C:3]2[CH:2]=[C:1]([C:11]3[CH:16]=[CH:15][CH:14]=[CH:13][CH:12]=3)[CH:6]=[CH:5][CH:4]=2)(=[O:9])=[O:8])[CH:20]=[C:19]([O:18][CH3:17])[C:25]=1[O:26][CH3:27]. The catalyst class is: 3.